From a dataset of Choline transporter screen with 302,306 compounds. Binary Classification. Given a drug SMILES string, predict its activity (active/inactive) in a high-throughput screening assay against a specified biological target. (1) The molecule is O=C1N(C(=O)NC1(CC)CC)CC(=O)NC(=O)NCc1ccccc1. The result is 0 (inactive). (2) The molecule is o1c2c(c(CC(OC(C(=O)NCc3cc4OCOc4cc3)C)=O)c1)ccc(c2)C. The result is 0 (inactive).